Dataset: NCI-60 drug combinations with 297,098 pairs across 59 cell lines. Task: Regression. Given two drug SMILES strings and cell line genomic features, predict the synergy score measuring deviation from expected non-interaction effect. (1) Drug 1: C1CC(=O)NC(=O)C1N2CC3=C(C2=O)C=CC=C3N. Drug 2: CC1C(C(CC(O1)OC2CC(CC3=C2C(=C4C(=C3O)C(=O)C5=C(C4=O)C(=CC=C5)OC)O)(C(=O)CO)O)N)O.Cl. Cell line: SW-620. Synergy scores: CSS=36.2, Synergy_ZIP=-1.63, Synergy_Bliss=-2.85, Synergy_Loewe=-4.67, Synergy_HSA=-1.38. (2) Drug 1: CCC1=CC2CC(C3=C(CN(C2)C1)C4=CC=CC=C4N3)(C5=C(C=C6C(=C5)C78CCN9C7C(C=CC9)(C(C(C8N6C)(C(=O)OC)O)OC(=O)C)CC)OC)C(=O)OC.C(C(C(=O)O)O)(C(=O)O)O. Drug 2: C1=C(C(=O)NC(=O)N1)F. Cell line: SK-MEL-28. Synergy scores: CSS=53.1, Synergy_ZIP=4.83, Synergy_Bliss=4.67, Synergy_Loewe=6.20, Synergy_HSA=10.6. (3) Drug 1: C1CC(=O)NC(=O)C1N2CC3=C(C2=O)C=CC=C3N. Drug 2: CN(CCCl)CCCl.Cl. Cell line: 786-0. Synergy scores: CSS=7.95, Synergy_ZIP=-6.12, Synergy_Bliss=-6.12, Synergy_Loewe=-5.26, Synergy_HSA=-5.22. (4) Drug 1: C1=C(C(=O)NC(=O)N1)F. Drug 2: B(C(CC(C)C)NC(=O)C(CC1=CC=CC=C1)NC(=O)C2=NC=CN=C2)(O)O. Cell line: HOP-62. Synergy scores: CSS=30.7, Synergy_ZIP=-7.60, Synergy_Bliss=-4.34, Synergy_Loewe=-5.47, Synergy_HSA=-5.88. (5) Drug 1: C1CCC(C1)C(CC#N)N2C=C(C=N2)C3=C4C=CNC4=NC=N3. Drug 2: C1CC(C1)(C(=O)O)C(=O)O.[NH2-].[NH2-].[Pt+2]. Cell line: HCT-15. Synergy scores: CSS=21.8, Synergy_ZIP=-4.52, Synergy_Bliss=5.52, Synergy_Loewe=2.51, Synergy_HSA=2.88. (6) Drug 1: CC(C1=C(C=CC(=C1Cl)F)Cl)OC2=C(N=CC(=C2)C3=CN(N=C3)C4CCNCC4)N. Drug 2: CN(C)C1=NC(=NC(=N1)N(C)C)N(C)C. Cell line: NCI-H460. Synergy scores: CSS=-3.30, Synergy_ZIP=-1.52, Synergy_Bliss=0.943, Synergy_Loewe=-6.12, Synergy_HSA=-1.55. (7) Drug 1: C1=CC(=CC=C1CCCC(=O)O)N(CCCl)CCCl. Drug 2: C(CN)CNCCSP(=O)(O)O. Cell line: LOX IMVI. Synergy scores: CSS=17.3, Synergy_ZIP=-8.92, Synergy_Bliss=-4.19, Synergy_Loewe=-13.2, Synergy_HSA=-4.06. (8) Drug 1: CC1OCC2C(O1)C(C(C(O2)OC3C4COC(=O)C4C(C5=CC6=C(C=C35)OCO6)C7=CC(=C(C(=C7)OC)O)OC)O)O. Drug 2: C1C(C(OC1N2C=NC(=NC2=O)N)CO)O. Cell line: LOX IMVI. Synergy scores: CSS=33.3, Synergy_ZIP=-1.75, Synergy_Bliss=-1.53, Synergy_Loewe=2.67, Synergy_HSA=3.26. (9) Drug 1: CS(=O)(=O)C1=CC(=C(C=C1)C(=O)NC2=CC(=C(C=C2)Cl)C3=CC=CC=N3)Cl. Drug 2: CC1=C2C(C(=O)C3(C(CC4C(C3C(C(C2(C)C)(CC1OC(=O)C(C(C5=CC=CC=C5)NC(=O)OC(C)(C)C)O)O)OC(=O)C6=CC=CC=C6)(CO4)OC(=O)C)O)C)O. Cell line: K-562. Synergy scores: CSS=70.7, Synergy_ZIP=15.6, Synergy_Bliss=15.2, Synergy_Loewe=-17.2, Synergy_HSA=14.6. (10) Drug 1: CCC1=C2CN3C(=CC4=C(C3=O)COC(=O)C4(CC)O)C2=NC5=C1C=C(C=C5)O. Drug 2: C#CCC(CC1=CN=C2C(=N1)C(=NC(=N2)N)N)C3=CC=C(C=C3)C(=O)NC(CCC(=O)O)C(=O)O. Cell line: T-47D. Synergy scores: CSS=3.75, Synergy_ZIP=1.86, Synergy_Bliss=7.01, Synergy_Loewe=0.520, Synergy_HSA=-0.0239.